Dataset: Peptide-MHC class I binding affinity with 185,985 pairs from IEDB/IMGT. Task: Regression. Given a peptide amino acid sequence and an MHC pseudo amino acid sequence, predict their binding affinity value. This is MHC class I binding data. The peptide sequence is KSFSTHHHM. The MHC is HLA-B15:17 with pseudo-sequence HLA-B15:17. The binding affinity (normalized) is 0.943.